Dataset: Forward reaction prediction with 1.9M reactions from USPTO patents (1976-2016). Task: Predict the product of the given reaction. (1) Given the reactants [NH2:1][C:2]1[CH:7]=[CH:6][C:5]([S:8]([F:13])([F:12])([F:11])([F:10])[F:9])=[CH:4][CH:3]=1.[Br:14]N1C(C)(C)C(=O)N(Br)C1=O, predict the reaction product. The product is: [NH2:1][C:2]1[CH:7]=[CH:6][C:5]([S:8]([F:13])([F:9])([F:10])([F:11])[F:12])=[CH:4][C:3]=1[Br:14]. (2) Given the reactants [CH3:1][O:2][C:3]1[CH:8]=[CH:7][C:6]([N:9]([CH3:17])[CH2:10][CH:11]2[CH2:16]COCC2)=[CH:5][C:4]=1[NH2:18].[C:19]([N:27]=[C:28]=[S:29])(=[O:26])[C:20]1[CH:25]=[CH:24][CH:23]=[CH:22][CH:21]=1.[CH3:30][C:31](C)=[O:32], predict the reaction product. The product is: [C:19]([NH:27][C:28]([NH:18][C:4]1[CH:5]=[C:6]([N:9]([CH3:17])[CH:10]2[CH2:11][CH2:16][O:32][CH2:31][CH2:30]2)[CH:7]=[CH:8][C:3]=1[O:2][CH3:1])=[S:29])(=[O:26])[C:20]1[CH:25]=[CH:24][CH:23]=[CH:22][CH:21]=1. (3) The product is: [CH3:24][S:25]([O:16][CH2:15][CH2:14][N:11]1[CH2:10][CH2:9][N:8]([C:6]([O:5][C:1]([CH3:4])([CH3:3])[CH3:2])=[O:7])[CH2:13][CH2:12]1)(=[O:27])=[O:26]. Given the reactants [C:1]([O:5][C:6]([N:8]1[CH2:13][CH2:12][N:11]([CH2:14][CH2:15][OH:16])[CH2:10][CH2:9]1)=[O:7])([CH3:4])([CH3:3])[CH3:2].C(N(CC)CC)C.[CH3:24][S:25](Cl)(=[O:27])=[O:26], predict the reaction product. (4) Given the reactants [CH3:1][O:2][C:3]1[CH:11]=[CH:10][C:6]([C:7]([OH:9])=[O:8])=[CH:5][C:4]=1[N+:12]([O-:14])=[O:13].C(=O)([O-])[O-].[Cs+].[Cs+].[CH2:21](Br)[C:22]1[CH:27]=[CH:26][CH:25]=[CH:24][CH:23]=1.Cl, predict the reaction product. The product is: [CH3:1][O:2][C:3]1[CH:11]=[CH:10][C:6]([C:7]([O:9][CH2:21][C:22]2[CH:27]=[CH:26][CH:25]=[CH:24][CH:23]=2)=[O:8])=[CH:5][C:4]=1[N+:12]([O-:14])=[O:13]. (5) Given the reactants [CH3:1][C:2]1[CH:3]=[C:4]([CH:8](O)[CH3:9])[CH:5]=[CH:6][CH:7]=1.C1C=CC(P([N:25]=[N+:26]=[N-:27])(C2C=CC=CC=2)=O)=CC=1.N12CCCN=C1CCCCC2, predict the reaction product. The product is: [CH3:1][C:2]1[CH:3]=[C:4]([CH:8]([N:25]=[N+:26]=[N-:27])[CH3:9])[CH:5]=[CH:6][CH:7]=1.